This data is from Full USPTO retrosynthesis dataset with 1.9M reactions from patents (1976-2016). The task is: Predict the reactants needed to synthesize the given product. (1) Given the product [F:11][C:12]([F:21])([F:22])[C:13]1[CH:14]=[C:15]([CH:18]=[CH:19][CH:20]=1)[CH2:16][NH:17][C:5](=[O:7])[C:4]1[CH:8]=[CH:9][N:10]=[C:2]([Cl:1])[CH:3]=1, predict the reactants needed to synthesize it. The reactants are: [Cl:1][C:2]1[CH:3]=[C:4]([CH:8]=[CH:9][N:10]=1)[C:5]([OH:7])=O.[F:11][C:12]([F:22])([F:21])[C:13]1[CH:14]=[C:15]([CH:18]=[CH:19][CH:20]=1)[CH2:16][NH2:17].CCN=C=NCCCN(C)C.Cl. (2) Given the product [CH:23]1([C:16]2[C:17]3[C:22](=[CH:21][CH:20]=[CH:19][CH:18]=3)[N:14]([S:11]([C:8]3[CH:7]=[CH:6][C:5]([C:4]([OH:26])=[O:3])=[CH:10][CH:9]=3)(=[O:12])=[O:13])[CH:15]=2)[CH2:24][CH2:25]1, predict the reactants needed to synthesize it. The reactants are: [Li].C[O:3][C:4](=[O:26])[C:5]1[CH:10]=[CH:9][C:8]([S:11]([N:14]2[C:22]3[C:17](=[CH:18][CH:19]=[CH:20][CH:21]=3)[C:16]([CH:23]3[CH2:25][CH2:24]3)=[CH:15]2)(=[O:13])=[O:12])=[CH:7][CH:6]=1.O1CCOCC1.Cl. (3) The reactants are: [CH3:1]CCC[N+](CCCC)(CCCC)CCCC.[F-].[Br:19][C:20]1[CH:21]=[C:22]([CH:27]([C:33]#[N:34])[C:28]([O:30][CH2:31][CH3:32])=[O:29])[CH:23]=[C:24]([Cl:26])[CH:25]=1.IC.[Cl-].[NH4+]. Given the product [Br:19][C:20]1[CH:21]=[C:22]([C:27]([C:33]#[N:34])([CH3:1])[C:28]([O:30][CH2:31][CH3:32])=[O:29])[CH:23]=[C:24]([Cl:26])[CH:25]=1, predict the reactants needed to synthesize it. (4) Given the product [Br:1][C:2]1[CH:7]=[C:6]([OH:8])[CH:5]=[CH:4][C:3]=1[C:10]1[O:22][C:13]2[CH:14]=[CH:15][C:16]([OH:18])=[CH:17][C:12]=2[CH:11]=1, predict the reactants needed to synthesize it. The reactants are: [Br:1][C:2]1[CH:7]=[C:6]([O:8]C)[CH:5]=[CH:4][C:3]=1[C:10](=[O:22])[CH2:11][C:12]1[CH:17]=[C:16]([O:18]C)[CH:15]=[CH:14][C:13]=1OC.N1C(=O)CC[C@H]1C(O)=O.Cl. (5) Given the product [NH2:7][C@@H:8]([CH2:9][C:10]1[CH:15]=[CH:14][C:13]([NH:16][C:17]2[CH:21]=[C:20]([C:22]3[CH:23]=[CH:24][C:25]([F:28])=[CH:26][CH:27]=3)[O:19][N:18]=2)=[CH:12][CH:11]=1)[C@H:29]([OH:33])[CH2:30][NH:31][C:35]1([C:38]2[CH:43]=[CH:42][CH:41]=[C:40]([C:44]([CH3:47])([CH3:46])[CH3:45])[CH:39]=2)[CH2:37][CH2:36]1, predict the reactants needed to synthesize it. The reactants are: C(OC(=O)[NH:7][C@H:8]([C@@H:29]1[O:33]C(=O)[N:31]([C:35]2([C:38]3[CH:43]=[CH:42][CH:41]=[C:40]([C:44]([CH3:47])([CH3:46])[CH3:45])[CH:39]=3)[CH2:37][CH2:36]2)[CH2:30]1)[CH2:9][C:10]1[CH:15]=[CH:14][C:13]([NH:16][C:17]2[CH:21]=[C:20]([C:22]3[CH:27]=[CH:26][C:25]([F:28])=[CH:24][CH:23]=3)[O:19][N:18]=2)=[CH:12][CH:11]=1)(C)(C)C.O([Si](C)(C)C)[K]. (6) Given the product [F:17][CH2:16][C:4]1([CH2:18][F:19])[CH:3]=[C:2]([C:20]([OH:23])=[O:22])[C:7]2[CH:8]=[C:9]([C:12]([F:15])([F:14])[F:13])[CH:10]=[CH:11][C:6]=2[O:5]1, predict the reactants needed to synthesize it. The reactants are: Br[C:2]1[C:7]2[CH:8]=[C:9]([C:12]([F:15])([F:14])[F:13])[CH:10]=[CH:11][C:6]=2[O:5][C:4]([CH2:18][F:19])([CH2:16][F:17])[CH:3]=1.[C:20]([O-:23])(=[O:22])C.[K+].[I-].[K+].C1(P(C2C=CC=CC=2)C2C=CC=CC=2)C=CC=CC=1.Cl. (7) The reactants are: [CH3:1][O:2][C:3]1[CH:8]=[CH:7][CH:6]=[CH:5][C:4]=1[C:9](=[O:11])[CH3:10].[CH3:12][C:13]1[CH:14]=[C:15]([CH:18]=[C:19]([CH3:22])[C:20]=1[OH:21])[CH:16]=O. Given the product [CH3:1][O:2][C:3]1[CH:8]=[CH:7][CH:6]=[CH:5][C:4]=1[C:9](=[O:11])[CH:10]=[CH:16][C:15]1[CH:18]=[C:19]([CH3:22])[C:20]([OH:21])=[C:13]([CH3:12])[CH:14]=1, predict the reactants needed to synthesize it.